Task: Predict which catalyst facilitates the given reaction.. Dataset: Catalyst prediction with 721,799 reactions and 888 catalyst types from USPTO (1) Reactant: [CH3:1][N:2]([CH3:17])[C:3]1[CH:8]=[CH:7][C:6]([CH:9]([OH:14])[CH2:10][CH2:11][CH:12]=[CH2:13])=[C:5](C=C)[CH:4]=1.C(C1C(=O)C(Cl)=C(Cl)C(=O)C=1C#N)#N. Product: [CH3:17][N:2]([CH3:1])[C:3]1[CH:4]=[CH:5][C:6]2[C:9](=[O:14])[CH2:10][CH2:11][CH:12]=[CH:13][C:7]=2[CH:8]=1. The catalyst class is: 2. (2) Reactant: [C:1]([O:10]C)(=O)[C:2]1[C:3](=[CH:5][CH:6]=[CH:7][CH:8]=1)[SH:4].[C:12]([C:14]1[CH:19]=[CH:18][CH:17]=[C:16]([S:20][CH:21]([CH3:23])[CH3:22])[N:15]=1)#[N:13].C(N(CC)CC)C. Product: [CH:21]([S:20][C:16]1[N:15]=[C:14]([C:12]2[S:4][C:3]3[CH:5]=[CH:6][CH:7]=[CH:8][C:2]=3[C:1](=[O:10])[N:13]=2)[CH:19]=[CH:18][CH:17]=1)([CH3:23])[CH3:22]. The catalyst class is: 11. (3) Reactant: C[Si]([N:5]([Si](C)(C)C)[C:6]1[NH:7][C:8]([C:19]#[N:20])=[CH:9][C:10]=1[C:11]1[CH:16]=[CH:15][C:14]([Cl:17])=[CH:13][C:12]=1[Cl:18])(C)C.Cl. Product: [NH2:5][C:6]1[NH:7][C:8]([C:19]#[N:20])=[CH:9][C:10]=1[C:11]1[CH:16]=[CH:15][C:14]([Cl:17])=[CH:13][C:12]=1[Cl:18]. The catalyst class is: 5. (4) Reactant: Cl[CH2:2][C:3]1[CH:4]=[C:5]2[C:9](=[CH:10][CH:11]=1)[CH:8]([NH:12][S:13]([CH:16]([CH3:18])[CH3:17])(=[O:15])=[O:14])[CH2:7][CH2:6]2.[F:19][C:20]([F:29])([F:28])[C:21]1[CH:26]=[CH:25][CH:24]=[CH:23][C:22]=1[OH:27].C(=O)([O-])[O-].[K+].[K+]. Product: [F:19][C:20]([F:28])([F:29])[C:21]1[CH:26]=[CH:25][CH:24]=[CH:23][C:22]=1[O:27][CH2:2][C:3]1[CH:4]=[C:5]2[C:9](=[CH:10][CH:11]=1)[CH:8]([NH:12][S:13]([CH:16]([CH3:18])[CH3:17])(=[O:15])=[O:14])[CH2:7][CH2:6]2. The catalyst class is: 9. (5) Reactant: [Cl:1][C:2]1[N:3]=[C:4](Cl)[C:5]2[CH2:10][CH2:9][CH:8]([C:11]3[CH:16]=[CH:15][C:14]([F:17])=[CH:13][C:12]=3[F:18])[C:6]=2[N:7]=1.C(N(C(C)C)CC)(C)C.[CH3:29][C:30]1[N:34]=[CH:33][N:32]([C:35]2[CH:45]=[CH:44][C:43]([N+:46]([O-:48])=[O:47])=[CH:42][C:36]=2[O:37][CH2:38][CH2:39][CH2:40][NH2:41])[N:31]=1. Product: [Cl:1][C:2]1[N:3]=[C:4]([NH:41][CH2:40][CH2:39][CH2:38][O:37][C:36]2[CH:42]=[C:43]([N+:46]([O-:48])=[O:47])[CH:44]=[CH:45][C:35]=2[N:32]2[CH:33]=[N:34][C:30]([CH3:29])=[N:31]2)[C:5]2[CH2:10][CH2:9][CH:8]([C:11]3[CH:16]=[CH:15][C:14]([F:17])=[CH:13][C:12]=3[F:18])[C:6]=2[N:7]=1. The catalyst class is: 10. (6) Reactant: [N:1]1([CH2:6][CH2:7][NH:8][C:9]([C:11]2[CH:16]=[CH:15][C:14]([NH:17][C:18]3[N:23]=[CH:22][C:21]([N+:24]([O-])=O)=[CH:20][N:19]=3)=[CH:13][N:12]=2)=[O:10])[CH2:5][CH2:4][CH2:3][CH2:2]1. Product: [N:1]1([CH2:6][CH2:7][NH:8][C:9]([C:11]2[CH:16]=[CH:15][C:14]([NH:17][C:18]3[N:19]=[CH:20][C:21]([NH2:24])=[CH:22][N:23]=3)=[CH:13][N:12]=2)=[O:10])[CH2:5][CH2:4][CH2:3][CH2:2]1. The catalyst class is: 45. (7) Reactant: [O:1]1[C:5]2[CH:6]=[CH:7][C:8]([C:10]([C:12]3[CH:20]=[CH:19][C:15]4[O:16][CH2:17][O:18][C:14]=4[CH:13]=3)=O)=[CH:9][C:4]=2[O:3][CH2:2]1.C(OP([CH2:29][C:30]#[N:31])(=O)OCC)C.C[Si]([N-][Si](C)(C)C)(C)C.[Li+].O1C2C=CC(C(C3C=C(OC)C=C(OC)C=3)=CC#N)=CC=2OCC1. Product: [O:1]1[C:5]2[CH:6]=[CH:7][C:8]([C:10]([C:12]3[CH:20]=[CH:19][C:15]4[O:16][CH2:17][O:18][C:14]=4[CH:13]=3)=[CH:29][C:30]#[N:31])=[CH:9][C:4]=2[O:3][CH2:2]1. The catalyst class is: 1. (8) Reactant: [I:1][C:2]1[CH:3]=[C:4]2[C:8](=[CH:9][CH:10]=1)[N:7]([CH:11]1[CH2:16][CH2:15][CH2:14][CH2:13][O:12]1)[N:6]=[C:5]2[C:17](N(OC)C)=[O:18].[H-].[H-].[H-].[H-].[Li+].[Al+3].[Cl-].[NH4+]. Product: [I:1][C:2]1[CH:3]=[C:4]2[C:8](=[CH:9][CH:10]=1)[N:7]([CH:11]1[CH2:16][CH2:15][CH2:14][CH2:13][O:12]1)[N:6]=[C:5]2[CH:17]=[O:18]. The catalyst class is: 1. (9) Reactant: [Cl:1][C:2]1[N:7]=[C:6]([Cl:8])[CH:5]=[CH:4][N:3]=1.[C:9]([Li])([CH3:12])([CH3:11])[CH3:10].C(O)(=O)C.O.C(C1C(=O)C(Cl)=C(Cl)C(=O)C=1C#N)#N.[OH-].[Na+]. Product: [C:9]([C:4]1[CH:5]=[C:6]([Cl:8])[N:7]=[C:2]([Cl:1])[N:3]=1)([CH3:12])([CH3:11])[CH3:10]. The catalyst class is: 332. (10) Reactant: [CH3:1][S:2][C:3]1[N:8]=[C:7]([O:9][C:10]2[CH:15]=[CH:14][C:13]([N+:16]([O-])=O)=[CH:12][CH:11]=2)[CH:6]=[CH:5][N:4]=1.C(O)C.[H][H]. Product: [CH3:1][S:2][C:3]1[N:8]=[C:7]([O:9][C:10]2[CH:15]=[CH:14][C:13]([NH2:16])=[CH:12][CH:11]=2)[CH:6]=[CH:5][N:4]=1. The catalyst class is: 354.